From a dataset of Forward reaction prediction with 1.9M reactions from USPTO patents (1976-2016). Predict the product of the given reaction. (1) Given the reactants CS([C:5]1[N:10]=[C:9]([CH3:11])[C:8]([C:12]2[C:17]([F:18])=[CH:16][C:15]([F:19])=[CH:14][C:13]=2[F:20])=[C:7]([CH2:21][CH:22]([CH3:25])[CH2:23][CH3:24])[N:6]=1)(=O)=O.[C-:26]#[N:27].[K+], predict the reaction product. The product is: [C:26]([C:5]1[N:10]=[C:9]([CH3:11])[C:8]([C:12]2[C:17]([F:18])=[CH:16][C:15]([F:19])=[CH:14][C:13]=2[F:20])=[C:7]([CH2:21][CH:22]([CH3:25])[CH2:23][CH3:24])[N:6]=1)#[N:27]. (2) Given the reactants [C:1]([C:3]1[CH:12]=[CH:11][CH:10]=[C:9]2[C:4]=1[C:5](=[O:29])[N:6]([C:23]1[CH:28]=[CH:27][CH:26]=[CH:25][CH:24]=1)[C:7]([C@@H:13]([NH:15][C:16](=[O:22])[O:17][C:18]([CH3:21])([CH3:20])[CH3:19])[CH3:14])=[N:8]2)#[N:2].C1C[O:33]CC1.O, predict the reaction product. The product is: [C:1]([C:3]1[CH:12]=[CH:11][CH:10]=[C:9]2[C:4]=1[C:5](=[O:29])[N:6]([C:23]1[CH:24]=[CH:25][CH:26]=[CH:27][CH:28]=1)[C:7]([C@@H:13]([NH:15][C:16](=[O:22])[O:17][C:18]([CH3:20])([CH3:21])[CH3:19])[CH3:14])=[N:8]2)(=[O:33])[NH2:2]. (3) Given the reactants Cl.Cl.[NH:3]1[C:11]2[C:6](=[C:7]([CH2:12][CH2:13][CH2:14][NH2:15])[CH:8]=[CH:9][CH:10]=2)[CH:5]=[N:4]1.[CH2:16]([O:18][C:19]([C:21]1[C:22]([CH3:29])=[N:23][C:24](Cl)=[N:25][C:26]=1[CH3:27])=[O:20])[CH3:17].CCO, predict the reaction product. The product is: [CH2:16]([O:18][C:19]([C:21]1[C:22]([CH3:29])=[N:23][C:24]([NH:15][CH2:14][CH2:13][CH2:12][C:7]2[CH:8]=[CH:9][CH:10]=[C:11]3[C:6]=2[CH:5]=[N:4][NH:3]3)=[N:25][C:26]=1[CH3:27])=[O:20])[CH3:17]. (4) Given the reactants [CH3:1][N:2]([CH2:13][CH:14]1[CH2:18][CH2:17][N:16]([CH3:19])[CH2:15]1)[C:3]1[O:4][C:5]2[CH:11]=[CH:10][C:9]([NH2:12])=[CH:8][C:6]=2[N:7]=1.[F:20][C:21]1[CH:26]=[CH:25][C:24]([C:27]2[CH:35]=[CH:34][C:30]([C:31](O)=[O:32])=[CH:29][N:28]=2)=[CH:23][CH:22]=1.CN(C(ON1N=NC2C=CC=NC1=2)=[N+](C)C)C.F[P-](F)(F)(F)(F)F, predict the reaction product. The product is: [F:20][C:21]1[CH:22]=[CH:23][C:24]([C:27]2[CH:35]=[CH:34][C:30]([C:31]([NH:12][C:9]3[CH:10]=[CH:11][C:5]4[O:4][C:3]([N:2]([CH3:1])[CH2:13][CH:14]5[CH2:18][CH2:17][N:16]([CH3:19])[CH2:15]5)=[N:7][C:6]=4[CH:8]=3)=[O:32])=[CH:29][N:28]=2)=[CH:25][CH:26]=1. (5) The product is: [N:1]1([C:7]([C:9]2[CH:10]=[CH:11][C:12]([C:15]3[N:23]4[C:18]([CH:19]=[CH:20][CH:21]=[CH:22]4)=[CH:17][C:16]=3[CH:24]([OH:26])[CH3:25])=[N:13][CH:14]=2)=[O:8])[CH2:2][CH2:3][O:4][CH2:5][CH2:6]1. Given the reactants [N:1]1([C:7]([C:9]2[CH:10]=[CH:11][C:12]([C:15]3[N:23]4[C:18]([CH:19]=[CH:20][CH:21]=[CH:22]4)=[CH:17][C:16]=3[C:24](=[O:26])[CH3:25])=[N:13][CH:14]=2)=[O:8])[CH2:6][CH2:5][O:4][CH2:3][CH2:2]1.[BH4-].[Na+], predict the reaction product. (6) Given the reactants [C:1]([O:5][C:6]([N:8]1[CH2:13][CH2:12][N:11]([S:14]([C:17]2[CH:22]=[CH:21][CH:20]=[C:19]([C:23]([OH:25])=O)[CH:18]=2)(=[O:16])=[O:15])[CH2:10][CH2:9]1)=[O:7])([CH3:4])([CH3:3])[CH3:2].[CH3:26][O:27][C:28]1[CH:29]=[C:30]([CH:32]=[CH:33][CH:34]=1)[NH2:31], predict the reaction product. The product is: [C:1]([O:5][C:6]([N:8]1[CH2:13][CH2:12][N:11]([S:14]([C:17]2[CH:22]=[CH:21][CH:20]=[C:19]([C:23](=[O:25])[NH:31][C:30]3[CH:32]=[CH:33][CH:34]=[C:28]([O:27][CH3:26])[CH:29]=3)[CH:18]=2)(=[O:16])=[O:15])[CH2:10][CH2:9]1)=[O:7])([CH3:4])([CH3:3])[CH3:2]. (7) The product is: [C:36]([O:35][C:33]([N:26]1[CH2:25][CH2:24][CH:23]([C:20]2[CH:21]=[CH:22][C:17]([O:16][C:15]3[CH:31]=[CH:32][C:12]([Cl:11])=[CH:13][CH:14]=3)=[CH:18][CH:19]=2)[S:29][CH2:28][CH2:27]1)=[O:34])([CH3:39])([CH3:38])[CH3:37]. Given the reactants [H-].[Al+3].[Li+].[H-].[H-].[H-].[Cl-].[Al+3].[Cl-].[Cl-].[Cl:11][C:12]1[CH:32]=[CH:31][C:15]([O:16][C:17]2[CH:22]=[CH:21][C:20]([CH:23]3[S:29][CH2:28][CH2:27][NH:26][C:25](=O)[CH2:24]3)=[CH:19][CH:18]=2)=[CH:14][CH:13]=1.[C:33](O[C:33]([O:35][C:36]([CH3:39])([CH3:38])[CH3:37])=[O:34])([O:35][C:36]([CH3:39])([CH3:38])[CH3:37])=[O:34].[OH-].[Na+], predict the reaction product.